Task: Predict the reactants needed to synthesize the given product.. Dataset: Full USPTO retrosynthesis dataset with 1.9M reactions from patents (1976-2016) (1) Given the product [O:30]=[C:20]([C:7]1[CH:11]=[CH:10][S:9][CH:8]=1)[CH2:21][NH:22][C:23](=[O:29])[O:24][C:25]([CH3:27])([CH3:26])[CH3:28], predict the reactants needed to synthesize it. The reactants are: [Mg].BrCCBr.Br[C:7]1[CH:11]=[CH:10][S:9][CH:8]=1.[Li]CCCC.CON(C)[C:20](=[O:30])[CH2:21][NH:22][C:23](=[O:29])[O:24][C:25]([CH3:28])([CH3:27])[CH3:26].C([Mg]Cl)(C)C. (2) Given the product [C:17]([O:16][C:15](=[O:21])[NH:14][C:11]1([CH2:10][CH2:9][OH:8])[CH2:12][CH2:13]1)([CH3:20])([CH3:18])[CH3:19], predict the reactants needed to synthesize it. The reactants are: C([O:8][CH2:9][CH2:10][C:11]1([NH:14][C:15](=[O:21])[O:16][C:17]([CH3:20])([CH3:19])[CH3:18])[CH2:13][CH2:12]1)C1C=CC=CC=1.[H][H]. (3) Given the product [CH:18]([N:13]1[CH2:12][C:11]2([CH2:21][CH2:22][N:8]([C:5]3[CH:6]=[CH:7][C:2]([O:1][CH2:25][CH2:26][CH2:27][N:28]4[CH2:32][CH2:31][CH2:30][C@H:29]4[CH3:33])=[CH:3][CH:4]=3)[CH2:9][CH2:10]2)[O:16][CH2:15][C:14]1=[O:17])([CH3:20])[CH3:19], predict the reactants needed to synthesize it. The reactants are: [OH:1][C:2]1[CH:7]=[CH:6][C:5]([N:8]2[CH2:22][CH2:21][C:11]3([O:16][CH2:15][C:14](=[O:17])[N:13]([CH:18]([CH3:20])[CH3:19])[CH2:12]3)[CH2:10][CH2:9]2)=[CH:4][CH:3]=1.Br.Br[CH2:25][CH2:26][CH2:27][N:28]1[CH2:32][CH2:31][CH2:30][C@H:29]1[CH3:33]. (4) Given the product [Cl:1][C:2]1[CH:7]=[CH:6][CH:5]=[CH:4][C:3]=1[C:8]1[O:12][N:11]=[CH:10][C:9]=1[C:13]([N:32]1[CH2:33][CH2:34][CH:30]([C:27]2[CH:28]=[CH:29][C:24]([O:23][CH3:22])=[CH:25][CH:26]=2)[CH2:31]1)=[O:15], predict the reactants needed to synthesize it. The reactants are: [Cl:1][C:2]1[CH:7]=[CH:6][CH:5]=[CH:4][C:3]=1[C:8]1[O:12][N:11]=[CH:10][C:9]=1[C:13]([OH:15])=O.C(O)(=O)C(O)=O.[CH3:22][O:23][C:24]1[CH:29]=[CH:28][C:27]([CH:30]2[CH2:34][CH2:33][NH:32][CH2:31]2)=[CH:26][CH:25]=1.